This data is from Full USPTO retrosynthesis dataset with 1.9M reactions from patents (1976-2016). The task is: Predict the reactants needed to synthesize the given product. (1) Given the product [Cl:1][C:2]1[N:7]=[C:6]2[N:8]([CH2:11][O:12][CH2:13][CH2:14][Si:15]([CH3:17])([CH3:18])[CH3:16])[CH:9]=[CH:10][C:5]2=[C:4]([O:19][C:20]2[CH:29]=[CH:28][CH:27]=[C:26]3[C:21]=2[CH:22]=[CH:23][CH:24]=[C:25]3[C:30]([NH:41][C:37]2[CH:38]=[CH:39][CH:40]=[C:35]([C:34]([F:33])([F:42])[F:43])[CH:36]=2)=[O:31])[CH:3]=1, predict the reactants needed to synthesize it. The reactants are: [Cl:1][C:2]1[N:7]=[C:6]2[N:8]([CH2:11][O:12][CH2:13][CH2:14][Si:15]([CH3:18])([CH3:17])[CH3:16])[CH:9]=[CH:10][C:5]2=[C:4]([O:19][C:20]2[CH:29]=[CH:28][CH:27]=[C:26]3[C:21]=2[CH:22]=[CH:23][CH:24]=[C:25]3[C:30](O)=[O:31])[CH:3]=1.[F:33][C:34]([F:43])([F:42])[C:35]1[CH:36]=[C:37]([NH2:41])[CH:38]=[CH:39][CH:40]=1. (2) Given the product [F:1][C:2]([F:9])([F:8])[C:3]1[N:7]=[CH:6][N:5]([CH2:10][OH:11])[N:4]=1, predict the reactants needed to synthesize it. The reactants are: [F:1][C:2]([F:9])([F:8])[C:3]1[N:7]=[CH:6][NH:5][N:4]=1.[CH2:10]=[O:11]. (3) Given the product [CH2:1]([O:3][C:4]([C:6]1[C:7](=[O:18])[N:8]([CH2:22][CH2:23][C:24]([CH3:27])([CH3:26])[CH3:25])[N:9]=[C:10]([C:13]2[S:14][CH:15]=[CH:16][CH:17]=2)[C:11]=1[OH:12])=[O:5])[CH3:2], predict the reactants needed to synthesize it. The reactants are: [CH2:1]([O:3][C:4]([C:6]1[C:7](=[O:18])[NH:8][N:9]=[C:10]([C:13]2[S:14][CH:15]=[CH:16][CH:17]=2)[C:11]=1[OH:12])=[O:5])[CH3:2].[H-].[Na+].I[CH2:22][CH2:23][C:24]([CH3:27])([CH3:26])[CH3:25]. (4) Given the product [O:25]1[CH2:26][CH:23]([C:21]2[CH:22]=[C:17]([C:14]3[N:13]=[CH:12][C:11]4[CH:10]=[N:9][N:8]([C:6]5[CH:5]=[CH:4][CH:3]=[C:2]([N:27]6[CH2:32][CH2:31][NH:30][CH2:29][CH2:28]6)[N:7]=5)[C:16]=4[CH:15]=3)[CH:18]=[N:19][CH:20]=2)[CH2:24]1, predict the reactants needed to synthesize it. The reactants are: F[C:2]1[N:7]=[C:6]([N:8]2[C:16]3[CH:15]=[C:14]([C:17]4[CH:18]=[N:19][CH:20]=[C:21]([CH:23]5[CH2:26][O:25][CH2:24]5)[CH:22]=4)[N:13]=[CH:12][C:11]=3[CH:10]=[N:9]2)[CH:5]=[CH:4][CH:3]=1.[NH:27]1[CH2:32][CH2:31][NH:30][CH2:29][CH2:28]1. (5) Given the product [I:24][C:2]1[CH:23]=[CH:22][C:5]2[C:6]([NH:15][CH:16]([CH3:21])[C:17]([CH3:20])([CH3:19])[CH3:18])=[N:7][C:8]3[CH:9]=[CH:10][NH:11][C:12](=[O:14])[C:13]=3[C:4]=2[CH:3]=1, predict the reactants needed to synthesize it. The reactants are: Br[C:2]1[CH:23]=[CH:22][C:5]2[C:6]([NH:15][CH:16]([CH3:21])[C:17]([CH3:20])([CH3:19])[CH3:18])=[N:7][C:8]3[CH:9]=[CH:10][NH:11][C:12](=[O:14])[C:13]=3[C:4]=2[CH:3]=1.[I-:24].[Na+].CN[C@H]1[C@H](NC)CCCC1.